This data is from NCI-60 drug combinations with 297,098 pairs across 59 cell lines. The task is: Regression. Given two drug SMILES strings and cell line genomic features, predict the synergy score measuring deviation from expected non-interaction effect. Drug 1: CC12CCC(CC1=CCC3C2CCC4(C3CC=C4C5=CN=CC=C5)C)O. Cell line: DU-145. Synergy scores: CSS=4.03, Synergy_ZIP=0.0816, Synergy_Bliss=-1.11, Synergy_Loewe=-5.45, Synergy_HSA=-3.88. Drug 2: CC(C1=C(C=CC(=C1Cl)F)Cl)OC2=C(N=CC(=C2)C3=CN(N=C3)C4CCNCC4)N.